Task: Predict the reactants needed to synthesize the given product.. Dataset: Full USPTO retrosynthesis dataset with 1.9M reactions from patents (1976-2016) (1) Given the product [Cl:1][C:2]1[CH:7]=[CH:6][C:5]([C:8](=[O:18])[NH:9][CH2:10][C:11]2[CH:16]=[CH:15][CH:14]=[C:13]([Cl:17])[CH:12]=2)=[CH:4][C:3]=1[NH:19][C:20]([C:22]1[C:35](=[O:36])[NH:34][C:25]2[N:26]=[C:27]([NH:46][CH2:45][CH2:44][CH2:43][N:37]3[CH2:42][CH2:41][O:40][CH2:39][CH2:38]3)[N:28]=[CH:29][C:24]=2[CH:23]=1)=[O:21], predict the reactants needed to synthesize it. The reactants are: [Cl:1][C:2]1[CH:7]=[CH:6][C:5]([C:8](=[O:18])[NH:9][CH2:10][C:11]2[CH:16]=[CH:15][CH:14]=[C:13]([Cl:17])[CH:12]=2)=[CH:4][C:3]=1[NH:19][C:20]([C:22]1[C:35](=[O:36])[NH:34][C:25]2[N:26]=[C:27](S(C)(=O)=O)[N:28]=[CH:29][C:24]=2[CH:23]=1)=[O:21].[N:37]1([CH2:43][CH2:44][CH2:45][NH2:46])[CH2:42][CH2:41][O:40][CH2:39][CH2:38]1.CN(C=O)C. (2) Given the product [CH:2]1[C:11]2[C:6](=[C:7]([S:12]([NH:20][CH2:19][CH2:18][CH2:17][CH2:16][NH2:21])(=[O:14])=[O:13])[CH:8]=[CH:9][CH:10]=2)[CH:5]=[CH:4][N:3]=1, predict the reactants needed to synthesize it. The reactants are: Cl.[CH:2]1[C:11]2[CH:10]=[CH:9][CH:8]=[C:7]([S:12](Cl)(=[O:14])=[O:13])[C:6]=2[CH:5]=[CH:4][N:3]=1.[CH2:16]([NH2:21])[CH2:17][CH2:18][CH2:19][NH2:20].